From a dataset of NCI-60 drug combinations with 297,098 pairs across 59 cell lines. Regression. Given two drug SMILES strings and cell line genomic features, predict the synergy score measuring deviation from expected non-interaction effect. (1) Synergy scores: CSS=65.0, Synergy_ZIP=-3.50, Synergy_Bliss=-8.52, Synergy_Loewe=-37.3, Synergy_HSA=-9.67. Drug 2: C1CC(=O)NC(=O)C1N2C(=O)C3=CC=CC=C3C2=O. Drug 1: CN(CCCl)CCCl.Cl. Cell line: CCRF-CEM. (2) Drug 1: C1CCN(CC1)CCOC2=CC=C(C=C2)C(=O)C3=C(SC4=C3C=CC(=C4)O)C5=CC=C(C=C5)O. Drug 2: CCC1(C2=C(COC1=O)C(=O)N3CC4=CC5=C(C=CC(=C5CN(C)C)O)N=C4C3=C2)O.Cl. Cell line: SF-539. Synergy scores: CSS=23.4, Synergy_ZIP=-7.03, Synergy_Bliss=-1.65, Synergy_Loewe=-29.6, Synergy_HSA=-5.16. (3) Drug 1: COC1=CC(=CC(=C1O)OC)C2C3C(COC3=O)C(C4=CC5=C(C=C24)OCO5)OC6C(C(C7C(O6)COC(O7)C8=CC=CS8)O)O. Drug 2: CCCCC(=O)OCC(=O)C1(CC(C2=C(C1)C(=C3C(=C2O)C(=O)C4=C(C3=O)C=CC=C4OC)O)OC5CC(C(C(O5)C)O)NC(=O)C(F)(F)F)O. Cell line: M14. Synergy scores: CSS=38.6, Synergy_ZIP=0.881, Synergy_Bliss=1.06, Synergy_Loewe=1.80, Synergy_HSA=1.78. (4) Drug 1: COC1=CC(=CC(=C1O)OC)C2C3C(COC3=O)C(C4=CC5=C(C=C24)OCO5)OC6C(C(C7C(O6)COC(O7)C8=CC=CS8)O)O. Drug 2: C1=C(C(=O)NC(=O)N1)N(CCCl)CCCl. Cell line: ACHN. Synergy scores: CSS=88.5, Synergy_ZIP=2.12, Synergy_Bliss=3.61, Synergy_Loewe=4.53, Synergy_HSA=8.89. (5) Drug 1: CC1=CC2C(CCC3(C2CCC3(C(=O)C)OC(=O)C)C)C4(C1=CC(=O)CC4)C. Drug 2: CN1C(=O)N2C=NC(=C2N=N1)C(=O)N. Cell line: A549. Synergy scores: CSS=5.53, Synergy_ZIP=-1.36, Synergy_Bliss=3.37, Synergy_Loewe=-3.43, Synergy_HSA=-0.983. (6) Drug 1: CCC1=CC2CC(C3=C(CN(C2)C1)C4=CC=CC=C4N3)(C5=C(C=C6C(=C5)C78CCN9C7C(C=CC9)(C(C(C8N6C)(C(=O)OC)O)OC(=O)C)CC)OC)C(=O)OC.C(C(C(=O)O)O)(C(=O)O)O. Drug 2: C(=O)(N)NO. Cell line: IGROV1. Synergy scores: CSS=40.9, Synergy_ZIP=1.31, Synergy_Bliss=1.98, Synergy_Loewe=-11.5, Synergy_HSA=4.48.